From a dataset of Drug-target binding data from BindingDB using IC50 measurements. Regression. Given a target protein amino acid sequence and a drug SMILES string, predict the binding affinity score between them. We predict pIC50 (pIC50 = -log10(IC50 in M); higher means more potent). Dataset: bindingdb_ic50. (1) The small molecule is CCCCN1C(=O)[C@@H]([C@H](O)C2CCCCC2)NC(=O)C12CCN(Cc1ccc(Oc3ccc(C(=O)O)cc3)cc1)CC2. The target protein (Q1ZY22) has sequence MDYSMSTALYDIDYGMSEPCQKIDVKQVAARLLPPLYSLVFIFGFVGNLLVVLILITCKKLKSMTDIYLLNLAISDLLFLLTLPLWAHYAAAEWDFGGAMCKVFTGMYHMGYFGGIFFIILLTIDRYLAIVHAVFALKARTVTFGVVTSGVTWVAAILVSLPDIIFTRSQKEGFRCSCSPHFPASQYQFWKNFHTIMRNILSLVLPLLVMIVCYSGILKTLLRCRNEKRRHRAVRLIFAIMVVYFLFWAPYNVVLLLNTFQEFFGLNNCSSSNRLDRAMQVTETLGMTHCCINPVVYAFVGEKFRSYLSAFFRKHVAKRLCKHCPLLPRETPEPASSVYTRSTGEQEISVGL. The pIC50 is 4.5. (2) The drug is CCCCCCCCOc1ccc(NC(=O)C(CCCN)NC(=O)[C@]2(O)C[C@@H](O)[C@@H](O)[C@H](OC(=O)/C=C/c3ccc(O)c(O)c3)C2)cc1. The target protein sequence is GTIYWMYTAYNSPTLYTKHYVQTINQQPLASSRWAACAIGGVLASFIQILATLFEWIFVPREWAGAQHLSRRMLFLVLIFLLNLVPPVYTFQITKLVIYSKSAYAVSIVGFFIAVATLVFFAVMPLGGLFTSYMNKRSRRYIASQTFTANYIKLKGLDMWMSYLLWFLVFLAKLVESYFFLTLSLRDPIRNLSTMTMRCVGEVWYKDIVCRNQAKIVLGLMYLVDLLLFFLDTYMWYIICNCIFSIGRSFYLGISILTPWRNIFTRLPKRIYSKILATTEMEIKYKPKVLISQIWNAIVISMYREHLLAIDHVQKLLYHQVPSEIEGKRTLRAPTFFVSQDDNNFETEFFPRNSEAERRISFFAQSLATPMPEPLPVDNMPTFTVFTPHYSEKILLSLREIIREDDQFSRVTLLEYLKQLHPVEWDCFVKDTKILAEETAAYENGDDSEKLSEDGLKSKIDDLPFYCIGFKSAAPEYTLRTRIWASLRSQTLYRTVSGFM.... The pIC50 is 4.8. (3) The target protein sequence is HSDSISSLASEREYITSLDLSANELRDIDALSQKCCISVHLEHLEKLELHQNALTSFPQQLCETLKSLTHLDLHSNKFTSFPSYLLKMSCIANLDVSRNDIGPSVVLDPTVKCPTLKQFNLSYNQLSFVPENLTDVVEKLEQLILEGNKISGICSPLRLKELKILNLSKNHISSLSENFLEACPKVESFSARMNFLAAMPFLPPSMTILKLSQNKFSCIPEAILNLPHLRSLDMSSNDIQYLPGPAHWKSLNLRELLFSHNQISILDLSEKAYLWSRVEKLHLSHNKLKEIPPEIGCLENLTSLDVSYNLELRSFPNEMGKLSKIWDLPLDELHLNFDFKHIGCKAKDIIRFLQQRLKKAVPYNRMKLMIVGNTGSGKTTLLQQLMKTKKSDLGMQSATVGIDVKDWPIQIRDKRKRDLVLNVWDFAGREEFYSTHPHFMTQRALYLAVYDLSKGQAEVDAMKPWLFNIKARASSSPVILVGTHLDVSDEKQRKACMSKI.... The compound is Cc1ncc(-c2ccc3[nH]nc(-c4cc(N5C[C@H](C)O[C@H](C)C5)ncn4)c3c2)nc1C. The pIC50 is 7.8. (4) The target protein sequence is GRILGGREAEAHARPYMASVQLNGAHLCGGVLVAEQWVLSAAHCLEDAADGKVQVLLGAHSLSQPEPSKRLYDVLRAVPHPDSQPDTIDHDLLLLQLSEKATLGPAVRPLPWQRVDRDVAPGTLCDVAGWGIVNHAGRRPDSLQHVLLPVLDRATCNRRTHHDGAITERLMCAESNRRDSCKGDSGGPLVCGGVLEGVVTSGSRVCGNRKKPGIYTRVASYAAWIDSVLA. The drug is C[C@@H](NC(=O)[C@@H]1C[C@H]2C[C@H]2N1C(=O)Cn1nc(C(N)=O)c2ccncc21)c1cccc(Cl)c1F. The pIC50 is 7.5. (5) The compound is CC(=O)Nc1ccc2[nH]c(=O)n(O)c(=O)c2c1. The target protein (P24855) has sequence MRGMKLLGALLALAALLQGAVSLKIAAFNIQTFGETKMSNATLVSYIVQILSRYDIALVQEVRDSHLTAVGKLLDNLNQDAPDTYHYVVSEPLGRNSYKERYLFVYRPDQVSAVDSYYYDDGCEPCGNDTFNREPAIVRFFSRFTEVREFAIVPLHAAPGDAVAEIDALYDVYLDVQEKWGLEDVMLMGDFNAGCSYVRPSQWSSIRLWTSPTFQWLIPDSADTTATPTHCAYDRIVVAGMLLRGAVVPDSALPFNFQAAYGLSDQLAQAISDHYPVEVMLK. The pIC50 is 4.1.